Dataset: Full USPTO retrosynthesis dataset with 1.9M reactions from patents (1976-2016). Task: Predict the reactants needed to synthesize the given product. (1) Given the product [CH3:1][O:2][C:3]1[CH:4]=[C:5]([O:18][S:27]([C:26]([F:39])([F:38])[F:25])(=[O:29])=[O:28])[CH:6]=[C:7]([O:16][CH3:17])[C:8]=1[CH2:9][N:10]1[CH2:11][CH2:12][CH2:13][CH2:14][CH2:15]1, predict the reactants needed to synthesize it. The reactants are: [CH3:1][O:2][C:3]1[CH:4]=[C:5]([OH:18])[CH:6]=[C:7]([O:16][CH3:17])[C:8]=1[CH2:9][N:10]1[CH2:15][CH2:14][CH2:13][CH2:12][CH2:11]1.N1C=CC=CC=1.[F:25][C:26]([F:39])([F:38])[S:27](O[S:27]([C:26]([F:39])([F:38])[F:25])(=[O:29])=[O:28])(=[O:29])=[O:28]. (2) The reactants are: [CH3:1][O:2][C:3](=[O:27])[CH2:4][O:5][C:6]1[CH:15]=[CH:14][C:13](Cl)=[C:12]2[C:7]=1[C:8](Cl)=[C:9]([CH2:18][C:19]1[CH:24]=[CH:23][C:22]([Cl:25])=[CH:21][CH:20]=1)[C:10]([CH3:17])=[N:11]2.Cl. Given the product [CH3:1][O:2][C:3](=[O:27])[CH2:4][O:5][C:6]1[CH:15]=[CH:14][CH:13]=[C:12]2[C:7]=1[CH:8]=[C:9]([CH2:18][C:19]1[CH:20]=[CH:21][C:22]([Cl:25])=[CH:23][CH:24]=1)[C:10]([CH3:17])=[N:11]2, predict the reactants needed to synthesize it. (3) Given the product [Cl:3][C:4]1[CH:5]=[C:6]([C:14]2[O:18][N:17]=[C:16]([C:19]3[CH:20]=[C:21]([F:35])[CH:22]=[C:23]4[C:27]=3[N:26]([CH3:37])[CH:25]=[C:24]4[CH2:28][CH2:29][C:30]([OH:32])=[O:31])[N:15]=2)[CH:7]=[N:8][C:9]=1[O:10][CH:11]([CH3:13])[CH3:12], predict the reactants needed to synthesize it. The reactants are: [OH-].[K+].[Cl:3][C:4]1[CH:5]=[C:6]([C:14]2[O:18][N:17]=[C:16]([C:19]3[CH:20]=[C:21]([F:35])[CH:22]=[C:23]4[C:27]=3[NH:26][CH:25]=[C:24]4[CH2:28][CH2:29][C:30]([O:32]CC)=[O:31])[N:15]=2)[CH:7]=[N:8][C:9]=1[O:10][CH:11]([CH3:13])[CH3:12].I[CH3:37].[OH-].[Na+].Cl. (4) Given the product [NH:14]1[C:15]2[C:11](=[CH:10][C:9]([NH:8][C:6]3[CH:5]=[CH:4][N:3]=[C:2]([C:27]4[CH:26]=[C:25]([CH:30]=[CH:29][C:28]=4[F:31])[O:24][CH2:23][C:22]([NH:21][CH:18]4[CH2:19][CH2:20]4)=[O:41])[N:7]=3)=[CH:17][CH:16]=2)[CH:12]=[N:13]1, predict the reactants needed to synthesize it. The reactants are: Cl[C:2]1[N:7]=[C:6]([NH:8][C:9]2[CH:10]=[C:11]3[C:15](=[CH:16][CH:17]=2)[NH:14][N:13]=[CH:12]3)[CH:5]=[CH:4][N:3]=1.[CH:18]1([NH:21][C:22](=[O:41])[CH2:23][O:24][C:25]2[CH:30]=[CH:29][C:28]([F:31])=[C:27](B3OC(C)(C)C(C)(C)O3)[CH:26]=2)[CH2:20][CH2:19]1.CC([O-])=O.[K+]. (5) Given the product [OH:6][CH2:7][CH2:8][C:9]1[CH:10]=[CH:11][C:12]([C:15]2[S:16][CH:17]=[C:18]([CH:20]([C:22]3[CH:34]=[CH:33][C:25]4[NH:26][C:27](=[O:29])[S:28][C:24]=4[CH:23]=3)[CH3:21])[N:19]=2)=[N:13][CH:14]=1, predict the reactants needed to synthesize it. The reactants are: C([Si](C1C=CC=CC=1)(C1C=CC=CC=1)[O:6][CH2:7][CH2:8][C:9]1[CH:10]=[CH:11][C:12]([C:15]2[S:16][CH:17]=[C:18]([CH:20]([C:22]3[CH:34]=[CH:33][C:25]4[N:26](COC)[C:27](=[O:29])[S:28][C:24]=4[CH:23]=3)[CH3:21])[N:19]=2)=[N:13][CH:14]=1)(C)(C)C. (6) The reactants are: C(OC(=O)[NH:7][C@@H:8]([CH3:14])[C:9]([CH3:13])([CH3:12])[CH2:10][OH:11])(C)(C)C.[F:16][C:17]([F:22])([F:21])[C:18]([OH:20])=[O:19]. Given the product [F:16][C:17]([F:22])([F:21])[C:18]([OH:20])=[O:19].[NH2:7][C@@H:8]([CH3:14])[C:9]([CH3:13])([CH3:12])[CH2:10][OH:11], predict the reactants needed to synthesize it. (7) Given the product [OH:28][C:29]1[CH:25]=[C:26]2[C:14](=[CH:19][CH:20]=1)[CH:13]=[C:8]([CH:10]=[O:12])[CH:7]=[CH:27]2, predict the reactants needed to synthesize it. The reactants are: CN(C=O)C.C(O)(=O)[CH2:7][C:8]([CH2:13][C:14](O)=O)([C:10]([OH:12])=O)O.[C:19](OCC)(=O)[CH3:20].[CH2:25]1[CH2:29][O:28][CH2:27][CH2:26]1. (8) Given the product [Cl:1][C:2]1[C:3]2[S:10][C:9]([C:11]#[CH:12])=[CH:8][C:4]=2[N:5]=[CH:6][N:7]=1, predict the reactants needed to synthesize it. The reactants are: [Cl:1][C:2]1[C:3]2[S:10][C:9]([C:11]#[C:12][Si](C)(C)C)=[CH:8][C:4]=2[N:5]=[CH:6][N:7]=1.[F-].C([N+](CCCC)(CCCC)CCCC)CCC. (9) Given the product [CH2:1]1[C:9]2[C:4](=[CH:5][CH:6]=[CH:7][CH:8]=2)[CH2:3][CH:2]1[C@H:10]1[NH:15][C:14](=[O:16])[C@@H:13]([C@@H:17]([CH3:20])[CH2:18][CH3:19])[N:12]([C@H:21]([C:32]2[CH:33]=[N:34][C:35]([CH3:39])=[CH:36][C:37]=2[CH3:38])[C:22]([NH:24][CH3:25])=[O:23])[C:11]1=[O:40], predict the reactants needed to synthesize it. The reactants are: [CH2:1]1[C:9]2[C:4](=[CH:5][CH:6]=[CH:7][CH:8]=2)[CH2:3][CH:2]1[C@H:10]1[NH:15][C:14](=[O:16])[C@@H:13]([C@@H:17]([CH3:20])[CH2:18][CH3:19])[N:12]([CH:21]([C:32]2[CH:33]=[N:34][C:35]([CH3:39])=[CH:36][C:37]=2[CH3:38])[C:22]([NH:24][C:25]2C=CC=CC=2O)=[O:23])[C:11]1=[O:40].N1CCOCC1. (10) Given the product [CH:10]([O:13][C:14](=[O:30])[NH:15][C@@H:16]1[CH2:29][C:19]2[N:20]([CH2:8][C:7]3[CH:6]=[CH:5][N:4]=[CH:3][C:2]=3[Br:1])[C:21]3[CH:22]=[CH:23][C:24]([C:27]#[N:28])=[CH:25][C:26]=3[C:18]=2[CH2:17]1)([CH3:12])[CH3:11], predict the reactants needed to synthesize it. The reactants are: [Br:1][C:2]1[CH:3]=[N:4][CH:5]=[CH:6][C:7]=1[CH2:8]Cl.[CH:10]([O:13][C:14](=[O:30])[NH:15][C@@H:16]1[CH2:29][C:19]2[NH:20][C:21]3[CH:22]=[CH:23][C:24]([C:27]#[N:28])=[CH:25][C:26]=3[C:18]=2[CH2:17]1)([CH3:12])[CH3:11].C(=O)([O-])[O-].[Cs+].[Cs+].